This data is from Full USPTO retrosynthesis dataset with 1.9M reactions from patents (1976-2016). The task is: Predict the reactants needed to synthesize the given product. (1) Given the product [C:1]([N:8]1[CH2:12][CH2:11][CH2:10][C@H:9]1[CH2:13][O:14][S:21]([C:16]1[CH:15]=[CH:20][C:19]([CH3:27])=[CH:18][CH:17]=1)(=[O:22])=[O:23])([O:3][C:4]([CH3:7])([CH3:6])[CH3:5])=[O:2], predict the reactants needed to synthesize it. The reactants are: [C:1]([N:8]1[CH2:12][CH2:11][CH2:10][C@H:9]1[CH2:13][OH:14])([O:3][C:4]([CH3:7])([CH3:6])[CH3:5])=[O:2].[C:15]1(C)[C:16]([S:21](Cl)(=[O:23])=[O:22])=[CH:17][CH:18]=[CH:19][CH:20]=1.N1C=CC=C[CH:27]=1. (2) Given the product [N+:8]([C:7]1[C:2]([NH:27][CH:24]2[CH2:25][CH2:26][CH:21]([NH:20][C:19](=[O:28])[O:18][C:14]([CH3:16])([CH3:15])[CH3:17])[CH2:22][CH2:23]2)=[C:3]2[S:13][CH:12]=[CH:11][C:4]2=[N:5][CH:6]=1)([O-:10])=[O:9], predict the reactants needed to synthesize it. The reactants are: Cl[C:2]1[C:7]([N+:8]([O-:10])=[O:9])=[CH:6][N:5]=[C:4]2[CH:11]=[CH:12][S:13][C:3]=12.[C:14]([O:18][C:19](=[O:28])[NH:20][CH:21]1[CH2:26][CH2:25][CH:24]([NH2:27])[CH2:23][CH2:22]1)([CH3:17])([CH3:16])[CH3:15].C(N(CC)CC)C. (3) Given the product [C:19]([NH:1][CH2:2][CH2:3][CH2:4][Si:5]([O:10][CH3:11])([O:6][CH3:7])[O:8][CH3:9])(=[O:23])[C:20]([CH3:22])=[CH2:21], predict the reactants needed to synthesize it. The reactants are: [NH2:1][CH2:2][CH2:3][CH2:4][Si:5]([O:10][CH3:11])([O:8][CH3:9])[O:6][CH3:7].C(N(CC)CC)C.[C:19](Cl)(=[O:23])[C:20]([CH3:22])=[CH2:21].